This data is from Catalyst prediction with 721,799 reactions and 888 catalyst types from USPTO. The task is: Predict which catalyst facilitates the given reaction. (1) Reactant: O=[C:2]1[C:6]2[NH:7][C:8]([C:10]([O:12][CH3:13])=[O:11])=[CH:9][C:5]=2[CH2:4][CH2:3]1.[F:14][C:15]1[CH:16]=[C:17]([Mg]Br)[CH:18]=[CH:19][CH:20]=1. The catalyst class is: 45. Product: [F:14][C:15]1[CH:20]=[C:19]([CH:2]2[C:6]3[NH:7][C:8]([C:10]([O:12][CH3:13])=[O:11])=[CH:9][C:5]=3[CH2:4][CH2:3]2)[CH:18]=[CH:17][CH:16]=1. (2) Reactant: C[O:2][C:3](=[O:32])[C@H:4]([NH:15][S:16]([C:19]1[CH:24]=[CH:23][C:22]([C:25]2[CH:30]=[CH:29][C:28]([F:31])=[CH:27][CH:26]=2)=[CH:21][CH:20]=1)(=[O:18])=[O:17])[C@H:5]([S:12][CH2:13][CH3:14])[C:6]1[CH:11]=[CH:10][CH:9]=[CH:8][CH:7]=1.COC(=O)[C@H](N)[C@H](SCC)C1C=CC=CC=1.C(N(CC)CC)C.FC1C=CC(C2C=CC(S(Cl)(=O)=O)=CC=2)=CC=1. Product: [CH2:13]([S:12][C@H:5]([C:6]1[CH:7]=[CH:8][CH:9]=[CH:10][CH:11]=1)[C@@H:4]([NH:15][S:16]([C:19]1[CH:24]=[CH:23][C:22]([C:25]2[CH:26]=[CH:27][C:28]([F:31])=[CH:29][CH:30]=2)=[CH:21][CH:20]=1)(=[O:18])=[O:17])[C:3]([OH:32])=[O:2])[CH3:14]. The catalyst class is: 2.